From a dataset of Reaction yield outcomes from USPTO patents with 853,638 reactions. Predict the reaction yield, written as a fraction of the theoretical maximum amount of product (1.0 means a 100% yield; for example, 0.34 means a 34% yield). (1) The reactants are [Si]([O:8][CH2:9][CH2:10][CH2:11][C:12]1[S:16][C:15]([CH:17]=[O:18])=[CH:14][CH:13]=1)(C(C)(C)C)(C)C.O. The catalyst is CO.O. The product is [OH:8][CH2:9][CH2:10][CH2:11][C:12]1[S:16][C:15]([CH:17]=[O:18])=[CH:14][CH:13]=1. The yield is 0.690. (2) The reactants are C(OC([N:8]1[CH2:13][CH2:12][CH:11]([CH:14]2[O:18][N:17]=[C:16]([C:19]3[CH:24]=[C:23]([C:25](=[O:37])[NH:26][CH2:27][C:28]4[CH:33]=[CH:32][C:31]([F:34])=[C:30]([O:35][CH3:36])[CH:29]=4)[N:22]=[C:21]([CH3:38])[N:20]=3)[CH2:15]2)[CH2:10][CH2:9]1)=O)(C)(C)C.[ClH:39]. The catalyst is O1CCOCC1. The product is [ClH:39].[F:34][C:31]1[CH:32]=[CH:33][C:28]([CH2:27][NH:26][C:25]([C:23]2[CH:24]=[C:19]([C:16]3[CH2:15][CH:14]([CH:11]4[CH2:10][CH2:9][NH:8][CH2:13][CH2:12]4)[O:18][N:17]=3)[N:20]=[C:21]([CH3:38])[N:22]=2)=[O:37])=[CH:29][C:30]=1[O:35][CH3:36]. The yield is 0.820.